Dataset: Forward reaction prediction with 1.9M reactions from USPTO patents (1976-2016). Task: Predict the product of the given reaction. (1) The product is: [CH:21]1([O:20][C:8]2[C:9]3[O:10][C:11]4[CH:16]=[CH:15][C:14]([N+:17]([O-:19])=[O:18])=[CH:13][C:12]=4[C:2]=3[C:3]([CH:4]=[O:5])=[CH:6][CH:7]=2)[CH2:25][CH2:24][CH2:23][CH2:22]1. Given the reactants Br[C:2]1[C:9]([O:10][C:11]2[CH:16]=[CH:15][C:14]([N+:17]([O-:19])=[O:18])=[CH:13][CH:12]=2)=[C:8]([O:20][CH:21]2[CH2:25][CH2:24][CH2:23][CH2:22]2)[CH:7]=[CH:6][C:3]=1[CH:4]=[O:5].C(=O)([O-])[O-].[Na+].[Na+].O, predict the reaction product. (2) Given the reactants [CH3:1][N:2]([C@H:15]1[CH2:19][CH2:18][NH:17][CH2:16]1)[S:3]([C:6]1[CH:11]=[CH:10][CH:9]=[CH:8][C:7]=1[N+:12]([O-:14])=[O:13])(=[O:5])=[O:4].Cl[CH2:21][C:22]1[CH:27]=[CH:26][N:25]=[C:24]([C:28]2[CH:33]=[C:32]([O:34][CH3:35])[C:31]([O:36][CH3:37])=[C:30]([O:38][CH3:39])[CH:29]=2)[CH:23]=1, predict the reaction product. The product is: [CH3:1][N:2]([C@H:15]1[CH2:19][CH2:18][N:17]([CH2:21][C:22]2[CH:27]=[CH:26][N:25]=[C:24]([C:28]3[CH:33]=[C:32]([O:34][CH3:35])[C:31]([O:36][CH3:37])=[C:30]([O:38][CH3:39])[CH:29]=3)[CH:23]=2)[CH2:16]1)[S:3]([C:6]1[CH:11]=[CH:10][CH:9]=[CH:8][C:7]=1[N+:12]([O-:14])=[O:13])(=[O:4])=[O:5]. (3) Given the reactants [Cl:1][C:2]1[S:6][C:5]([C:7]2[N:11]([CH2:12][C:13]3[CH:18]=[CH:17][CH:16]=[CH:15][C:14]=3[F:19])[C:10](=[O:20])[NH:9][CH:8]=2)=[CH:4][CH:3]=1.Cl[CH2:22][C:23]([O:25][CH2:26][CH3:27])=[O:24].C(=O)([O-])[O-].[K+].[K+], predict the reaction product. The product is: [Cl:1][C:2]1[S:6][C:5]([C:7]2[N:11]([CH2:12][C:13]3[CH:18]=[CH:17][CH:16]=[CH:15][C:14]=3[F:19])[C:10](=[O:20])[N:9]([CH2:22][C:23]([O:25][CH2:26][CH3:27])=[O:24])[CH:8]=2)=[CH:4][CH:3]=1. (4) Given the reactants C1(P(=O)(C2C=CC=CC=2)C2C=CC=CC=2)C=CC=CC=1.FC(F)(F)S(OS(C(F)(F)F)(=O)=O)(=O)=O.C([S:43][C:44]([CH3:75])([CH2:68][N:69]1[CH2:74][CH2:73][O:72][CH2:71][CH2:70]1)[CH2:45][NH:46][C:47]([C:49]1[NH:50][C:51]2[C:56]([CH:57]=1)=[CH:55][CH:54]=[CH:53][C:52]=2[N:58]([CH3:67])[S:59]([C:62]1[S:63][CH:64]=[CH:65][CH:66]=1)(=[O:61])=[O:60])=O)C1C=CC=CC=1.C(=O)([O-])O.[Na+], predict the reaction product. The product is: [CH3:67][N:58]([C:52]1[CH:53]=[CH:54][CH:55]=[C:56]2[C:51]=1[NH:50][C:49]([C:47]1[S:43][C:44]([CH3:75])([CH2:68][N:69]3[CH2:74][CH2:73][O:72][CH2:71][CH2:70]3)[CH2:45][N:46]=1)=[CH:57]2)[S:59]([C:62]1[S:63][CH:64]=[CH:65][CH:66]=1)(=[O:61])=[O:60]. (5) The product is: [CH3:13][O:10][C:9](=[O:11])[CH2:8][C:4]1[CH:5]=[CH:6][CH:7]=[C:2]([SH:1])[CH:3]=1. Given the reactants [SH:1][C:2]1[CH:3]=[C:4]([CH2:8][C:9]([OH:11])=[O:10])[CH:5]=[CH:6][CH:7]=1.Cl.[CH3:13]O, predict the reaction product. (6) Given the reactants C1(C)C=CC=CC=1.[CH3:8][C:9]1[CH:14]=[C:13]([CH3:15])[C:12]([S:16][CH2:17][C:18]([F:21])([F:20])[F:19])=[CH:11][C:10]=1B1OC(C)(C)C(C)(C)O1.C[N+]1([O-])CC[O:35]CC1.CCCCCC, predict the reaction product. The product is: [CH3:8][C:9]1[CH:14]=[C:13]([CH3:15])[C:12]([S:16][CH2:17][C:18]([F:21])([F:20])[F:19])=[CH:11][C:10]=1[OH:35].